Task: Predict which catalyst facilitates the given reaction.. Dataset: Catalyst prediction with 721,799 reactions and 888 catalyst types from USPTO (1) Reactant: [CH3:1][O:2][C:3]1[CH:8]=[CH:7][C:6]([N+:9]([O-])=O)=[C:5]([F:12])[CH:4]=1. Product: [F:12][C:5]1[CH:4]=[C:3]([O:2][CH3:1])[CH:8]=[CH:7][C:6]=1[NH2:9]. The catalyst class is: 29. (2) Reactant: Cl.[Cl:2][C:3]1[N:4]=[C:5]([C:10]([NH:12][C@H:13]2[CH2:18][CH2:17][NH:16][CH2:15][C@H:14]2[O:19][CH2:20][CH3:21])=[O:11])[NH:6][C:7]=1[CH2:8][CH3:9].[C:22]([C:30](O)=[O:31])(=[O:29])[C:23]1[CH:28]=[CH:27][CH:26]=[CH:25][CH:24]=1. Product: [Cl:2][C:3]1[N:4]=[C:5]([C:10]([NH:12][C@H:13]2[CH2:18][CH2:17][N:16]([C:30](=[O:31])[C:22](=[O:29])[C:23]3[CH:28]=[CH:27][CH:26]=[CH:25][CH:24]=3)[CH2:15][C@H:14]2[O:19][CH2:20][CH3:21])=[O:11])[NH:6][C:7]=1[CH2:8][CH3:9]. The catalyst class is: 3. (3) Reactant: C([O:3][CH:4](OCC)[CH2:5][NH:6][C:7](=[O:11])[O:8][CH2:9][CH3:10])C.Cl.O. Product: [O:3]=[CH:4][CH2:5][NH:6][C:7](=[O:11])[O:8][CH2:9][CH3:10]. The catalyst class is: 1. (4) Reactant: [C:1]([C:4]1[CH:9]=[CH:8][CH:7]=[CH:6][N:5]=1)(=[O:3])[CH3:2].[H-].[Na+].[C:12](OCC)(=[O:18])[C:13]([O:15][CH2:16][CH3:17])=[O:14].O. Product: [N:5]1[CH:6]=[CH:7][CH:8]=[CH:9][C:4]=1[C:1](=[O:3])[CH2:2][C:12](=[O:18])[C:13]([O:15][CH2:16][CH3:17])=[O:14]. The catalyst class is: 483. (5) Reactant: [Cl:1][C:2]1[CH:3]=[CH:4][C:5]2[O:15][C:8]3([CH2:13][CH2:12][CH:11]([NH2:14])[CH2:10][CH2:9]3)[CH2:7][C:6]=2[CH:16]=1.C([O:20][C:21]1[CH:26]=[CH:25][C:24]([NH:27][C:28](=[O:30])[CH3:29])=[C:23]([O:31][CH2:32][C@@H:33]2[CH2:35][O:34]2)[CH:22]=1)(=O)C. Product: [Cl:1][C:2]1[CH:3]=[CH:4][C:5]2[O:15][C:8]3([CH2:9][CH2:10][CH:11]([NH:14][CH2:35][C@H:33]([OH:34])[CH2:32][O:31][C:23]4[CH:22]=[C:21]([OH:20])[CH:26]=[CH:25][C:24]=4[NH:27][C:28](=[O:30])[CH3:29])[CH2:12][CH2:13]3)[CH2:7][C:6]=2[CH:16]=1. The catalyst class is: 8. (6) Reactant: [N:1]1([C:11]([O:13]C2C=CC([N+]([O-])=O)=CC=2)=O)[C:10]2[C:5](=[CH:6][CH:7]=[CH:8][CH:9]=2)[CH2:4][CH2:3][CH2:2]1.[CH2:23]1[C:28]2([C:36]3[C:31](=[CH:32][CH:33]=[CH:34][CH:35]=3)[CH:30]=[CH:29]2)[CH2:27][CH2:26][NH:25][CH2:24]1.Cl.C(N(CC)CC)C.O. Product: [N:1]1([C:11]([N:25]2[CH2:26][CH2:27][C:28]3([C:36]4[C:31](=[CH:32][CH:33]=[CH:34][CH:35]=4)[CH:30]=[CH:29]3)[CH2:23][CH2:24]2)=[O:13])[C:10]2[C:5](=[CH:6][CH:7]=[CH:8][CH:9]=2)[CH2:4][CH2:3][CH2:2]1. The catalyst class is: 4. (7) Reactant: Cl[C:2]1[CH:7]=[C:6]([C:8]([F:11])([F:10])[F:9])[N:5]=[C:4]([C:12]2[CH:17]=[CH:16][CH:15]=[CH:14][CH:13]=2)[N:3]=1.[CH3:18][O:19][C:20]1[CH:26]=[CH:25][C:24]([O:27][CH3:28])=[CH:23][C:21]=1[NH2:22].Cl.[OH-].[Na+]. Product: [CH3:18][O:19][C:20]1[CH:26]=[CH:25][C:24]([O:27][CH3:28])=[CH:23][C:21]=1[NH:22][C:2]1[CH:7]=[C:6]([C:8]([F:11])([F:10])[F:9])[N:5]=[C:4]([C:12]2[CH:17]=[CH:16][CH:15]=[CH:14][CH:13]=2)[N:3]=1. The catalyst class is: 97. (8) Reactant: CON(C)[C:4](=[O:23])[CH2:5][C:6]1[CH:7]=[C:8]([NH:12][C:13](=[O:22])[O:14][CH2:15][C:16]2[CH:21]=[CH:20][CH:19]=[CH:18][CH:17]=2)[CH:9]=[CH:10][CH:11]=1.[CH:25]([Mg]Br)=[CH2:26]. The catalyst class is: 1. Product: [O:23]=[C:4]([CH:25]=[CH2:26])[CH2:5][C:6]1[CH:7]=[C:8]([NH:12][C:13](=[O:22])[O:14][CH2:15][C:16]2[CH:17]=[CH:18][CH:19]=[CH:20][CH:21]=2)[CH:9]=[CH:10][CH:11]=1. (9) Reactant: Cl[CH2:2][C:3]([NH:5][C:6]1[CH:14]=[CH:13][C:12]([Cl:15])=[C:11]2[C:7]=1[C:8](=[O:33])[N:9]([C@@H:16]([C:22]1[CH:27]=[CH:26][C:25]([O:28][CH3:29])=[C:24]([O:30][CH2:31][CH3:32])[CH:23]=1)[CH2:17][S:18]([CH3:21])(=[O:20])=[O:19])[CH2:10]2)=[O:4].[CH3:34][N:35]1[CH2:40][CH2:39][NH:38][CH2:37][CH2:36]1. Product: [Cl:15][C:12]1[CH:13]=[CH:14][C:6]([NH:5][C:3](=[O:4])[CH2:2][N:38]2[CH2:39][CH2:40][N:35]([CH3:34])[CH2:36][CH2:37]2)=[C:7]2[C:11]=1[CH2:10][N:9]([C@@H:16]([C:22]1[CH:27]=[CH:26][C:25]([O:28][CH3:29])=[C:24]([O:30][CH2:31][CH3:32])[CH:23]=1)[CH2:17][S:18]([CH3:21])(=[O:19])=[O:20])[C:8]2=[O:33]. The catalyst class is: 23. (10) Reactant: Cl[C:2]1[C:11]2[C:6](=[N:7][CH:8]=[CH:9][N:10]=2)[CH:5]=[C:4]([Cl:12])[N:3]=1.[OH:13][CH2:14][C@H:15]1[O:20][CH2:19][CH2:18][N:17]([C:21]([O:23][C:24]([CH3:27])([CH3:26])[CH3:25])=[O:22])[CH2:16]1.O. Product: [Cl:12][C:4]1[N:3]=[C:2]([O:13][CH2:14][C@H:15]2[O:20][CH2:19][CH2:18][N:17]([C:21]([O:23][C:24]([CH3:27])([CH3:26])[CH3:25])=[O:22])[CH2:16]2)[C:11]2[C:6](=[N:7][CH:8]=[CH:9][N:10]=2)[CH:5]=1. The catalyst class is: 3.